Dataset: NCI-60 drug combinations with 297,098 pairs across 59 cell lines. Task: Regression. Given two drug SMILES strings and cell line genomic features, predict the synergy score measuring deviation from expected non-interaction effect. (1) Drug 1: C(=O)(N)NO. Drug 2: CC12CCC3C(C1CCC2OP(=O)(O)O)CCC4=C3C=CC(=C4)OC(=O)N(CCCl)CCCl.[Na+]. Cell line: SK-MEL-28. Synergy scores: CSS=10.7, Synergy_ZIP=-1.87, Synergy_Bliss=1.76, Synergy_Loewe=-1.43, Synergy_HSA=-1.42. (2) Cell line: SK-MEL-28. Synergy scores: CSS=3.02, Synergy_ZIP=-0.858, Synergy_Bliss=2.42, Synergy_Loewe=-1.56, Synergy_HSA=0.0365. Drug 1: CCC1(CC2CC(C3=C(CCN(C2)C1)C4=CC=CC=C4N3)(C5=C(C=C6C(=C5)C78CCN9C7C(C=CC9)(C(C(C8N6C=O)(C(=O)OC)O)OC(=O)C)CC)OC)C(=O)OC)O.OS(=O)(=O)O. Drug 2: CN1C2=C(C=C(C=C2)N(CCCl)CCCl)N=C1CCCC(=O)O.Cl. (3) Drug 1: C1=CC(=CC=C1CC(C(=O)O)N)N(CCCl)CCCl.Cl. Drug 2: CC1C(C(CC(O1)OC2CC(OC(C2O)C)OC3=CC4=CC5=C(C(=O)C(C(C5)C(C(=O)C(C(C)O)O)OC)OC6CC(C(C(O6)C)O)OC7CC(C(C(O7)C)O)OC8CC(C(C(O8)C)O)(C)O)C(=C4C(=C3C)O)O)O)O. Cell line: NCI/ADR-RES. Synergy scores: CSS=2.33, Synergy_ZIP=0.720, Synergy_Bliss=3.11, Synergy_Loewe=0.223, Synergy_HSA=0.865. (4) Drug 1: C1C(C(OC1N2C=C(C(=O)NC2=O)F)CO)O. Drug 2: C1CCC(C(C1)N)N.C(=O)(C(=O)[O-])[O-].[Pt+4]. Cell line: SF-295. Synergy scores: CSS=32.4, Synergy_ZIP=-12.8, Synergy_Bliss=-5.02, Synergy_Loewe=-2.09, Synergy_HSA=0.0398. (5) Drug 1: CNC(=O)C1=CC=CC=C1SC2=CC3=C(C=C2)C(=NN3)C=CC4=CC=CC=N4. Drug 2: COCCOC1=C(C=C2C(=C1)C(=NC=N2)NC3=CC=CC(=C3)C#C)OCCOC.Cl. Cell line: K-562. Synergy scores: CSS=45.8, Synergy_ZIP=4.30, Synergy_Bliss=7.03, Synergy_Loewe=-25.3, Synergy_HSA=4.43. (6) Drug 1: C1CC(C1)(C(=O)O)C(=O)O.[NH2-].[NH2-].[Pt+2]. Drug 2: COC1=C2C(=CC3=C1OC=C3)C=CC(=O)O2. Cell line: HCT-15. Synergy scores: CSS=7.83, Synergy_ZIP=2.30, Synergy_Bliss=2.28, Synergy_Loewe=-2.45, Synergy_HSA=-1.99. (7) Drug 1: CCC(=C(C1=CC=CC=C1)C2=CC=C(C=C2)OCCN(C)C)C3=CC=CC=C3.C(C(=O)O)C(CC(=O)O)(C(=O)O)O. Drug 2: C1CC(=O)NC(=O)C1N2C(=O)C3=CC=CC=C3C2=O. Cell line: SN12C. Synergy scores: CSS=1.41, Synergy_ZIP=-1.01, Synergy_Bliss=1.99, Synergy_Loewe=-3.24, Synergy_HSA=0.455. (8) Drug 1: CC12CCC3C(C1CCC2O)C(CC4=C3C=CC(=C4)O)CCCCCCCCCS(=O)CCCC(C(F)(F)F)(F)F. Cell line: SF-268. Synergy scores: CSS=48.5, Synergy_ZIP=3.18, Synergy_Bliss=3.51, Synergy_Loewe=-2.37, Synergy_HSA=2.40. Drug 2: CC1C(C(CC(O1)OC2CC(CC3=C2C(=C4C(=C3O)C(=O)C5=C(C4=O)C(=CC=C5)OC)O)(C(=O)CO)O)N)O.Cl. (9) Synergy scores: CSS=12.3, Synergy_ZIP=-3.19, Synergy_Bliss=-0.301, Synergy_Loewe=-8.32, Synergy_HSA=0.214. Drug 2: C1=CC=C(C(=C1)C(C2=CC=C(C=C2)Cl)C(Cl)Cl)Cl. Drug 1: C1=CC=C(C=C1)NC(=O)CCCCCCC(=O)NO. Cell line: UO-31.